Predict the reaction yield, written as a fraction of the theoretical maximum amount of product (1.0 means a 100% yield; for example, 0.34 means a 34% yield). From a dataset of Reaction yield outcomes from USPTO patents with 853,638 reactions. (1) The reactants are [C:1]([O:5][C:6](=[O:16])[NH:7][C:8]1[CH:13]=[N:12][C:11]([CH2:14]Br)=[CH:10][N:9]=1)([CH3:4])([CH3:3])[CH3:2].[C-:17]#[N:18].[Na+]. The catalyst is CN(C)C=O.[Cl-].[Na+]. The product is [C:1]([O:5][C:6](=[O:16])[NH:7][C:8]1[CH:13]=[N:12][C:11]([CH2:14][C:17]#[N:18])=[CH:10][N:9]=1)([CH3:4])([CH3:3])[CH3:2]. The yield is 0.990. (2) The reactants are [F:1][C:2]1[CH:7]=[CH:6][C:5]([NH:8][C:9]2[C:10]3[C:17]([CH3:18])=[C:16]([C:19]([O:21]C)=O)[S:15][C:11]=3[N:12]=[CH:13][N:14]=2)=[C:4]([O:23][CH:24]2[CH2:29][CH2:28][NH:27][CH2:26][CH2:25]2)[CH:3]=1.[NH3:30]. The catalyst is CO. The product is [F:1][C:2]1[CH:7]=[CH:6][C:5]([NH:8][C:9]2[C:10]3[C:17]([CH3:18])=[C:16]([C:19]([NH2:30])=[O:21])[S:15][C:11]=3[N:12]=[CH:13][N:14]=2)=[C:4]([O:23][CH:24]2[CH2:29][CH2:28][NH:27][CH2:26][CH2:25]2)[CH:3]=1. The yield is 0.360. (3) The reactants are [CH3:1][N:2](C(ON1N=NC2C=CC=NC1=2)=[N+](C)C)C.F[P-](F)(F)(F)(F)F.[CH3:25][O:26][C:27]1[CH:28]=[C:29]([CH:33]=[CH:34][C:35]=1[N+:36]([O-:38])=[O:37])[C:30](O)=[O:31].CCN(C(C)C)C(C)C.CN. The catalyst is C1COCC1. The product is [CH3:25][O:26][C:27]1[CH:28]=[C:29]([CH:33]=[CH:34][C:35]=1[N+:36]([O-:38])=[O:37])[C:30]([NH:2][CH3:1])=[O:31]. The yield is 0.780. (4) The reactants are [F:1][C:2]1[CH:3]=[C:4]2[C:9](=[CH:10][C:11]=1[F:12])[N:8]=[C:7]([O:13][CH3:14])[C:6]([NH:15][C:16](=[O:20])OCC)=[N:5]2.[Cl:21][C:22]1[CH:23]=[C:24]([N:28]2[CH2:33][CH2:32][NH:31][CH2:30][CH2:29]2)[CH:25]=[CH:26][CH:27]=1. No catalyst specified. The product is [F:1][C:2]1[CH:3]=[C:4]2[C:9](=[CH:10][C:11]=1[F:12])[N:8]=[C:7]([O:13][CH3:14])[C:6]([NH:15][C:16]([N:31]1[CH2:30][CH2:29][N:28]([C:24]3[CH:25]=[CH:26][CH:27]=[C:22]([Cl:21])[CH:23]=3)[CH2:33][CH2:32]1)=[O:20])=[N:5]2. The yield is 0.670. (5) The reactants are [OH:1][C:2]1[CH:7]=[CH:6][C:5]([CH2:8][C:9]([O:11][CH2:12][CH3:13])=[O:10])=[CH:4][CH:3]=1.[Br:14]Br. The catalyst is C(Cl)(Cl)(Cl)Cl. The yield is 0.780. The product is [Br:14][C:7]1[CH:6]=[C:5]([CH2:8][C:9]([O:11][CH2:12][CH3:13])=[O:10])[CH:4]=[CH:3][C:2]=1[OH:1]. (6) The reactants are C(O[CH:4]([O:13]CC)[C:5]([C:7]1[CH:12]=[CH:11][CH:10]=[CH:9][CH:8]=1)=O)C.Cl.[NH2:17][NH:18][C:19]([NH2:21])=[O:20]. The catalyst is C(O)C.O. The product is [NH2:21][C:19]([NH:18][N:17]=[C:5]([C:7]1[CH:8]=[CH:9][CH:10]=[CH:11][CH:12]=1)[CH:4]=[O:13])=[O:20]. The yield is 0.593.